Predict the reactants needed to synthesize the given product. From a dataset of Full USPTO retrosynthesis dataset with 1.9M reactions from patents (1976-2016). (1) Given the product [Cl:30][C:25]1[CH:26]=[CH:27][CH:28]=[CH:29][C:24]=1[CH2:23][O:22][C:20](=[O:21])[NH:19][C:17]1[CH:16]=[N:15][N:14]([CH2:13][C:11]2[N:12]=[C:8]([CH2:6][OH:5])[S:9][CH:10]=2)[CH:18]=1, predict the reactants needed to synthesize it. The reactants are: N#N.C([O:5][C:6]([C:8]1[S:9][CH:10]=[C:11]([CH2:13][N:14]2[CH:18]=[C:17]([NH:19][C:20]([O:22][CH2:23][C:24]3[CH:29]=[CH:28][CH:27]=[CH:26][C:25]=3[Cl:30])=[O:21])[CH:16]=[N:15]2)[N:12]=1)=O)C.CC(C[AlH]CC(C)C)C. (2) Given the product [Cl:1][C:2]1[C:7]([C:12]#[C:11][C:13]2[N:17]([CH3:18])[CH:16]=[N:15][CH:14]=2)=[C:6]([CH3:9])[N:5]=[C:4]([NH2:10])[N:3]=1, predict the reactants needed to synthesize it. The reactants are: [Cl:1][C:2]1[C:7](I)=[C:6]([CH3:9])[N:5]=[C:4]([NH2:10])[N:3]=1.[C:11]([C:13]1[N:17]([CH3:18])[CH:16]=[N:15][CH:14]=1)#[CH:12].C(N(CC)CC)C.